From a dataset of NCI-60 drug combinations with 297,098 pairs across 59 cell lines. Regression. Given two drug SMILES strings and cell line genomic features, predict the synergy score measuring deviation from expected non-interaction effect. (1) Drug 1: C(=O)(N)NO. Drug 2: C(CCl)NC(=O)N(CCCl)N=O. Cell line: SN12C. Synergy scores: CSS=8.72, Synergy_ZIP=-3.16, Synergy_Bliss=1.81, Synergy_Loewe=0.778, Synergy_HSA=1.88. (2) Drug 1: CN1CCC(CC1)COC2=C(C=C3C(=C2)N=CN=C3NC4=C(C=C(C=C4)Br)F)OC. Drug 2: C1=C(C(=O)NC(=O)N1)N(CCCl)CCCl. Cell line: LOX IMVI. Synergy scores: CSS=47.3, Synergy_ZIP=2.80, Synergy_Bliss=3.52, Synergy_Loewe=5.38, Synergy_HSA=6.69. (3) Drug 1: CS(=O)(=O)C1=CC(=C(C=C1)C(=O)NC2=CC(=C(C=C2)Cl)C3=CC=CC=N3)Cl. Drug 2: CCC(=C(C1=CC=CC=C1)C2=CC=C(C=C2)OCCN(C)C)C3=CC=CC=C3.C(C(=O)O)C(CC(=O)O)(C(=O)O)O. Cell line: HS 578T. Synergy scores: CSS=4.87, Synergy_ZIP=3.52, Synergy_Bliss=8.59, Synergy_Loewe=2.13, Synergy_HSA=1.69. (4) Drug 1: C1=CC(=CC=C1CCC2=CNC3=C2C(=O)NC(=N3)N)C(=O)NC(CCC(=O)O)C(=O)O. Drug 2: CN1C2=C(C=C(C=C2)N(CCCl)CCCl)N=C1CCCC(=O)O.Cl. Cell line: U251. Synergy scores: CSS=35.0, Synergy_ZIP=-5.56, Synergy_Bliss=-4.00, Synergy_Loewe=-16.4, Synergy_HSA=-1.44. (5) Drug 1: CC1OCC2C(O1)C(C(C(O2)OC3C4COC(=O)C4C(C5=CC6=C(C=C35)OCO6)C7=CC(=C(C(=C7)OC)O)OC)O)O. Drug 2: C1CNP(=O)(OC1)N(CCCl)CCCl. Cell line: M14. Synergy scores: CSS=4.86, Synergy_ZIP=-4.98, Synergy_Bliss=-2.30, Synergy_Loewe=-19.8, Synergy_HSA=-3.63. (6) Drug 1: C1=NC2=C(N1)C(=S)N=C(N2)N. Drug 2: CN1C(=O)N2C=NC(=C2N=N1)C(=O)N. Cell line: MCF7. Synergy scores: CSS=25.2, Synergy_ZIP=1.85, Synergy_Bliss=-0.430, Synergy_Loewe=-25.3, Synergy_HSA=-4.34. (7) Drug 1: CC1=C(C=C(C=C1)NC(=O)C2=CC=C(C=C2)CN3CCN(CC3)C)NC4=NC=CC(=N4)C5=CN=CC=C5. Drug 2: C1C(C(OC1N2C=NC(=NC2=O)N)CO)O. Cell line: A549. Synergy scores: CSS=-1.33, Synergy_ZIP=2.79, Synergy_Bliss=3.39, Synergy_Loewe=-4.81, Synergy_HSA=-1.94.